Dataset: PAMPA (Parallel Artificial Membrane Permeability Assay) permeability data from NCATS. Task: Regression/Classification. Given a drug SMILES string, predict its absorption, distribution, metabolism, or excretion properties. Task type varies by dataset: regression for continuous measurements (e.g., permeability, clearance, half-life) or binary classification for categorical outcomes (e.g., BBB penetration, CYP inhibition). Dataset: pampa_ncats. (1) The compound is C1COC2=C(C=C(C=C2)C3=CN=C(S3)N4CCC(CC4)C5=NC=CN5)OC1. The result is 1 (high permeability). (2) The molecule is COC(=O)CNC(=O)C1=NC(=C2N1C=CC=C2)C3=CN=C(C=C3)Cl. The result is 1 (high permeability). (3) The drug is CC1=C(C=C(C=C1)C2=NC3=CC=CC=C3C(=C2)C(=O)NC4=CC(=CC=C4)S(=O)(=O)N)C. The result is 1 (high permeability). (4) The compound is CCC(CC)C1=NC(=NC(=C1)[C@H]2CN3CC[C@H]2C[C@@H]3CNC(=O)CC4=CC=CS4)C5=CC=NC=C5. The result is 1 (high permeability). (5) The compound is CN1C(=NN=N1)SC2=NC=NC3=C2C(=CS3)C4=CC=C(C=C4)F. The result is 1 (high permeability). (6) The drug is COC1=C(C=C(C=C1)C(=O)NC2CCCC3=C2NC4=CC=CC=C34)OC. The result is 1 (high permeability). (7) The compound is COC1=CC=C(C=C1)C(=O)N[C@@H]2CCC[C@@H]2C(=O)N3CCC(CC3)CC4=CC=CC=C4. The result is 1 (high permeability). (8) The molecule is C1CN2CCC1C3=C2C=C4C(=C(SC4=N3)C(=O)NC5=CC(=C(C=C5)Cl)C(F)(F)F)N. The result is 1 (high permeability). (9) The molecule is C1CN(CCC1C(=O)N)C2=NC=C(S2)C3=CC=C(C=C3)Cl. The result is 1 (high permeability).